The task is: Predict the reactants needed to synthesize the given product.. This data is from Full USPTO retrosynthesis dataset with 1.9M reactions from patents (1976-2016). (1) Given the product [F:13][C:14]1[CH:43]=[CH:42][C:17]([C:18]([NH:20][C:21]2[N:1]([C@@H:2]3[CH2:3][CH2:4][C@H:5]([C:8]([O:10][CH2:11][CH3:12])=[O:9])[CH2:6][CH2:7]3)[C:31]3[CH:30]=[C:29]([CH2:32][OH:33])[CH:28]=[CH:27][C:26]=3[N:25]=2)=[O:19])=[CH:16][CH:15]=1, predict the reactants needed to synthesize it. The reactants are: [NH2:1][C@@H:2]1[CH2:7][CH2:6][C@H:5]([C:8]([O:10][CH2:11][CH3:12])=[O:9])[CH2:4][CH2:3]1.[F:13][C:14]1[CH:43]=[CH:42][C:17]([C:18](/[N:20]=[C:21]2\NC3C=CC(CO)=CC=3[N:25]\2[C@@H:26]2[CH2:31][CH2:30][C@H:29]([C:32](OC)=[O:33])[CH2:28][CH2:27]2)=[O:19])=[CH:16][CH:15]=1. (2) Given the product [F:37][C:32]1[CH:33]=[CH:34][CH:35]=[CH:36][C:31]=1[CH2:30][N:11]1[C:12](=[O:29])[C:13]2[NH:14][C:15]([CH2:18][C:19]3[CH:20]=[CH:21][C:22]([NH:25][C:26](=[O:28])[CH3:27])=[CH:23][CH:24]=3)=[N:16][C:17]=2[N:9]([CH2:8][CH:6]2[CH2:7][CH:5]2[CH2:3][OH:2])[C:10]1=[O:38], predict the reactants needed to synthesize it. The reactants are: C[O:2][C:3]([CH:5]1[CH2:7][CH:6]1[CH2:8][N:9]1[C:17]2[N:16]=[C:15]([CH2:18][C:19]3[CH:24]=[CH:23][C:22]([NH:25][C:26](=[O:28])[CH3:27])=[CH:21][CH:20]=3)[NH:14][C:13]=2[C:12](=[O:29])[N:11]([CH2:30][C:31]2[CH:36]=[CH:35][CH:34]=[CH:33][C:32]=2[F:37])[C:10]1=[O:38])=O.[BH4-].[Li+].